From a dataset of NCI-60 drug combinations with 297,098 pairs across 59 cell lines. Regression. Given two drug SMILES strings and cell line genomic features, predict the synergy score measuring deviation from expected non-interaction effect. (1) Drug 1: C1CN1C2=NC(=NC(=N2)N3CC3)N4CC4. Drug 2: COC1=CC(=CC(=C1O)OC)C2C3C(COC3=O)C(C4=CC5=C(C=C24)OCO5)OC6C(C(C7C(O6)COC(O7)C8=CC=CS8)O)O. Cell line: OVCAR3. Synergy scores: CSS=51.9, Synergy_ZIP=-3.58, Synergy_Bliss=-2.04, Synergy_Loewe=-16.1, Synergy_HSA=-1.31. (2) Drug 1: C1=NC2=C(N=C(N=C2N1C3C(C(C(O3)CO)O)O)F)N. Drug 2: CN1C2=C(C=C(C=C2)N(CCCl)CCCl)N=C1CCCC(=O)O.Cl. Cell line: NCI/ADR-RES. Synergy scores: CSS=44.3, Synergy_ZIP=-1.04, Synergy_Bliss=-2.55, Synergy_Loewe=-15.3, Synergy_HSA=-1.68.